From a dataset of NCI-60 drug combinations with 297,098 pairs across 59 cell lines. Regression. Given two drug SMILES strings and cell line genomic features, predict the synergy score measuring deviation from expected non-interaction effect. (1) Drug 1: CC1=C2C(C(=O)C3(C(CC4C(C3C(C(C2(C)C)(CC1OC(=O)C(C(C5=CC=CC=C5)NC(=O)C6=CC=CC=C6)O)O)OC(=O)C7=CC=CC=C7)(CO4)OC(=O)C)O)C)OC(=O)C. Drug 2: CC(C)(C#N)C1=CC(=CC(=C1)CN2C=NC=N2)C(C)(C)C#N. Cell line: M14. Synergy scores: CSS=1.89, Synergy_ZIP=-1.42, Synergy_Bliss=-0.972, Synergy_Loewe=-1.87, Synergy_HSA=-1.51. (2) Drug 1: C1CCN(CC1)CCOC2=CC=C(C=C2)C(=O)C3=C(SC4=C3C=CC(=C4)O)C5=CC=C(C=C5)O. Cell line: OVCAR3. Synergy scores: CSS=10.5, Synergy_ZIP=0.192, Synergy_Bliss=1.36, Synergy_Loewe=-4.63, Synergy_HSA=-3.46. Drug 2: C1=CC(=CC=C1CC(C(=O)O)N)N(CCCl)CCCl.Cl. (3) Drug 1: C1CCC(CC1)NC(=O)N(CCCl)N=O. Drug 2: C1=CN(C=N1)CC(O)(P(=O)(O)O)P(=O)(O)O. Cell line: RXF 393. Synergy scores: CSS=8.99, Synergy_ZIP=-7.08, Synergy_Bliss=-9.26, Synergy_Loewe=-7.04, Synergy_HSA=-6.85. (4) Drug 1: CC1C(C(CC(O1)OC2CC(CC3=C2C(=C4C(=C3O)C(=O)C5=C(C4=O)C(=CC=C5)OC)O)(C(=O)C)O)N)O.Cl. Drug 2: CC(C)CN1C=NC2=C1C3=CC=CC=C3N=C2N. Cell line: SK-OV-3. Synergy scores: CSS=14.5, Synergy_ZIP=-2.53, Synergy_Bliss=4.78, Synergy_Loewe=-4.64, Synergy_HSA=3.27. (5) Drug 1: C1=NC2=C(N1)C(=S)N=C(N2)N. Drug 2: CCC1=C2CN3C(=CC4=C(C3=O)COC(=O)C4(CC)O)C2=NC5=C1C=C(C=C5)O. Cell line: MDA-MB-435. Synergy scores: CSS=13.3, Synergy_ZIP=-9.96, Synergy_Bliss=-0.743, Synergy_Loewe=-11.1, Synergy_HSA=-1.51. (6) Drug 1: CC1=CC2C(CCC3(C2CCC3(C(=O)C)OC(=O)C)C)C4(C1=CC(=O)CC4)C. Drug 2: COC1=NC(=NC2=C1N=CN2C3C(C(C(O3)CO)O)O)N. Cell line: HCT116. Synergy scores: CSS=0.846, Synergy_ZIP=-1.28, Synergy_Bliss=-1.35, Synergy_Loewe=-4.93, Synergy_HSA=-2.98.